The task is: Regression. Given a peptide amino acid sequence and an MHC pseudo amino acid sequence, predict their binding affinity value. This is MHC class I binding data.. This data is from Peptide-MHC class I binding affinity with 185,985 pairs from IEDB/IMGT. (1) The peptide sequence is MSIVSSLHL. The MHC is HLA-B07:02 with pseudo-sequence HLA-B07:02. The binding affinity (normalized) is 0.406. (2) The peptide sequence is FSDLCNFLI. The MHC is HLA-B15:17 with pseudo-sequence HLA-B15:17. The binding affinity (normalized) is 0.0847. (3) The peptide sequence is PTPVNIIGRNL. The MHC is HLA-B08:01 with pseudo-sequence HLA-B08:01. The binding affinity (normalized) is 0. (4) The peptide sequence is VLIVMLLFA. The MHC is HLA-A02:02 with pseudo-sequence HLA-A02:02. The binding affinity (normalized) is 0.317. (5) The peptide sequence is VRDVVMPAL. The MHC is HLA-B35:01 with pseudo-sequence HLA-B35:01. The binding affinity (normalized) is 0.0847. (6) The MHC is HLA-B40:01 with pseudo-sequence HLA-B40:01. The peptide sequence is AVREATAAF. The binding affinity (normalized) is 0.0847.